Dataset: Forward reaction prediction with 1.9M reactions from USPTO patents (1976-2016). Task: Predict the product of the given reaction. (1) Given the reactants [CH3:1][N:2]1[C:20](=[O:21])[N:5]2[C:6]3[CH:16]=[C:15]([N+:17]([O-])=O)[CH:14]=[CH:13][C:7]=3[O:8][CH2:9][C:10]3([CH2:12][O:11]3)[C:4]2=[N:3]1, predict the reaction product. The product is: [NH2:17][C:15]1[CH:14]=[CH:13][C:7]2[O:8][CH2:9][C:10]([OH:11])([CH3:12])[C:4]3[N:5]([C:20](=[O:21])[N:2]([CH3:1])[N:3]=3)[C:6]=2[CH:16]=1. (2) Given the reactants [F:1][C@@H:2]1[CH2:4][C@H:3]1[C:5]([OH:7])=O.C(N1C=CN=C1)(N1C=CN=C1)=O.O[N:21]=[C:22]([NH2:33])[C:23]1[CH:28]=[CH:27][C:26]([CH3:29])=[C:25]([N+:30]([O-:32])=[O:31])[CH:24]=1, predict the reaction product. The product is: [F:1][CH:2]1[CH2:4][CH:3]1[C:5]1[O:7][N:33]=[C:22]([C:23]2[CH:28]=[CH:27][C:26]([CH3:29])=[C:25]([N+:30]([O-:32])=[O:31])[CH:24]=2)[N:21]=1.